From a dataset of Full USPTO retrosynthesis dataset with 1.9M reactions from patents (1976-2016). Predict the reactants needed to synthesize the given product. (1) Given the product [NH2:11][CH:12]1[CH2:21][C:20]2[C:15](=[CH:16][CH:17]=[CH:18][CH:19]=2)[N:14]([CH2:22][CH2:23][S:33][CH3:32])[C:13]1=[O:30], predict the reactants needed to synthesize it. The reactants are: ClC1SC2NC(C([NH:11][CH:12]3[CH2:21][C:20]4[C:15](=[CH:16][CH:17]=[CH:18][CH:19]=4)[N:14]([CH2:22][C@@H:23]4COC(C)(C)O4)[C:13]3=[O:30])=O)=CC=2C=1.[CH3:32][S:33]CCCl. (2) Given the product [C:1]([O:4][C:5]1[CH:13]=[CH:12][CH:11]=[CH:10][C:6]=1[C:7]([Cl:18])=[O:8])(=[O:3])[CH3:2], predict the reactants needed to synthesize it. The reactants are: [C:1]([O:4][C:5]1[CH:13]=[CH:12][CH:11]=[CH:10][C:6]=1[C:7](O)=[O:8])(=[O:3])[CH3:2].C(Cl)(C([Cl:18])=O)=O.